The task is: Regression/Classification. Given a drug SMILES string, predict its absorption, distribution, metabolism, or excretion properties. Task type varies by dataset: regression for continuous measurements (e.g., permeability, clearance, half-life) or binary classification for categorical outcomes (e.g., BBB penetration, CYP inhibition). Dataset: cyp2c9_veith.. This data is from CYP2C9 inhibition data for predicting drug metabolism from PubChem BioAssay. The compound is CCOC(=O)c1ccc(S(=O)(=O)Nc2ccc3cn[nH]c3c2)cc1. The result is 1 (inhibitor).